From a dataset of Full USPTO retrosynthesis dataset with 1.9M reactions from patents (1976-2016). Predict the reactants needed to synthesize the given product. (1) Given the product [NH2:1][CH2:2][C:3]1[CH:4]=[CH:5][C:6]([S:9]([NH:12][C:13]([CH3:14])([CH3:15])[CH3:16])(=[O:10])=[O:11])=[C:7]([C:29]([F:32])([F:31])[F:30])[CH:8]=1, predict the reactants needed to synthesize it. The reactants are: [NH2:1][CH2:2][C:3]1[CH:8]=[CH:7][C:6]([S:9]([NH:12][C:13]([CH3:16])([CH3:15])[CH3:14])(=[O:11])=[O:10])=[CH:5][C:4]=1C.BrC1C=CC(S(Cl)(=O)=O)=C([C:29]([F:32])([F:31])[F:30])C=1.C([O-])([O-])=O.[Na+].[Na+]. (2) The reactants are: [C:1]([O:6][CH2:7][CH3:8])(=[O:5])/[CH:2]=[CH:3]/[CH3:4].C1(C)C=CC(S([CH2:18][N+:19]#[C-:20])(=O)=O)=CC=1.[H-].[Na+]. Given the product [CH3:4][C:3]1[C:2]([C:1]([O:6][CH2:7][CH3:8])=[O:5])=[CH:18][NH:19][CH:20]=1, predict the reactants needed to synthesize it. (3) Given the product [F:1][CH2:2][C@@H:3]1[CH2:7][CH2:6][N:5]([C@@H:8]([CH3:30])[CH2:9][OH:10])[CH2:4]1, predict the reactants needed to synthesize it. The reactants are: [F:1][CH2:2][C@@H:3]1[CH2:7][CH2:6][N:5]([C@@H:8]([CH3:30])[CH2:9][O:10]C(C2C=CC=CC=2)(C2C=CC=CC=2)C2C=CC=CC=2)[CH2:4]1. (4) Given the product [NH2:14][C:13]1[C:3]2[CH:4]=[C:5]3[C:10]([CH2:9][CH2:8][CH2:7][C:6]3=[O:12])=[CH:11][C:2]=2[O:1][C:21]=1[C:20](=[O:23])[C:19]1[CH:24]=[CH:25][CH:26]=[C:17]([O:16][CH3:15])[CH:18]=1, predict the reactants needed to synthesize it. The reactants are: [OH:1][C:2]1[C:3]([C:13]#[N:14])=[CH:4][C:5]2[C:6](=[O:12])[CH2:7][CH2:8][CH2:9][C:10]=2[CH:11]=1.[CH3:15][O:16][C:17]1[CH:18]=[C:19]([CH:24]=[CH:25][CH:26]=1)[C:20](=[O:23])[CH2:21]Br.C(=O)([O-])[O-].[K+].[K+].C(OCC)(=O)C. (5) Given the product [I:1][C:2]1[CH:7]=[CH:6][C:5]([CH3:8])=[C:4]([CH:3]=1)[CH2:9][C:10]1[CH:15]=[CH:14][C:13]([OH:16])=[CH:12][CH:11]=1, predict the reactants needed to synthesize it. The reactants are: [I:1][C:2]1[CH:7]=[CH:6][C:5]([CH3:8])=[C:4]([CH2:9][C:10]2[CH:15]=[CH:14][C:13]([O:16]C)=[CH:12][CH:11]=2)[CH:3]=1.B(Br)(Br)Br.C(=O)([O-])[O-].[K+].[K+].Cl. (6) Given the product [C:12]([O:11][C:10]([NH:9][CH2:8][CH2:7][CH2:6][NH:17][C@:18]12[CH2:53][CH2:52][C@@H:51]([C:54]([CH3:56])=[CH2:55])[C@@H:19]1[C@@H:20]1[C@@:33]([CH3:36])([CH2:34][CH2:35]2)[C@@:32]2([CH3:37])[C@@H:23]([C@:24]3([CH3:50])[C@@H:29]([CH2:30][CH2:31]2)[C:28]([CH3:39])([CH3:38])[C:27]([C:40]2[CH:41]=[CH:42][C:43]([C:44]([OH:46])=[O:45])=[CH:48][CH:49]=2)=[CH:26][CH2:25]3)[CH2:22][CH2:21]1)=[O:16])([CH3:15])([CH3:14])[CH3:13], predict the reactants needed to synthesize it. The reactants are: C(O)(=O)C.O=[CH:6][CH2:7][CH2:8][NH:9][C:10](=[O:16])[O:11][C:12]([CH3:15])([CH3:14])[CH3:13].[NH2:17][C@:18]12[CH2:53][CH2:52][C@@H:51]([C:54]([CH3:56])=[CH2:55])[C@@H:19]1[C@@H:20]1[C@@:33]([CH3:36])([CH2:34][CH2:35]2)[C@@:32]2([CH3:37])[C@@H:23]([C@:24]3([CH3:50])[C@@H:29]([CH2:30][CH2:31]2)[C:28]([CH3:39])([CH3:38])[C:27]([C:40]2[CH:49]=[CH:48][C:43]([C:44]([O:46]C)=[O:45])=[CH:42][CH:41]=2)=[CH:26][CH2:25]3)[CH2:22][CH2:21]1.C(O[BH-](OC(=O)C)OC(=O)C)(=O)C.[Na+]. (7) Given the product [NH2:1][C:2]([NH2:4])=[O:3].[S:5]([O-:9])([O-:8])(=[O:7])=[O:6].[NH4+:10].[NH4+:1], predict the reactants needed to synthesize it. The reactants are: [NH2:1][C:2]([NH2:4])=[O:3].[S:5]([O-:9])([O-:8])(=[O:7])=[O:6].[NH4+:10].[NH4+].